From a dataset of Peptide-MHC class I binding affinity with 185,985 pairs from IEDB/IMGT. Regression. Given a peptide amino acid sequence and an MHC pseudo amino acid sequence, predict their binding affinity value. This is MHC class I binding data. (1) The peptide sequence is ASYITPYV. The binding affinity (normalized) is 0.600. The MHC is H-2-Kb with pseudo-sequence H-2-Kb. (2) The peptide sequence is QEVKMVAWW. The MHC is Mamu-B3901 with pseudo-sequence Mamu-B3901. The binding affinity (normalized) is 0.190. (3) The peptide sequence is YPGIKVRQL. The MHC is HLA-B08:01 with pseudo-sequence HLA-B08:01. The binding affinity (normalized) is 0.857.